Dataset: Reaction yield outcomes from USPTO patents with 853,638 reactions. Task: Predict the reaction yield, written as a fraction of the theoretical maximum amount of product (1.0 means a 100% yield; for example, 0.34 means a 34% yield). (1) The product is [F:37][C:38]([F:46])([F:47])[C:39]1[CH:40]=[C:41]([NH:42][C:11]([C:10]2[CH:14]=[CH:15][CH:16]=[CH:17][C:9]=2/[CH:8]=[CH:7]/[C:6]([O:5][C:1]([CH3:2])([CH3:3])[CH3:4])=[O:18])=[O:13])[CH:43]=[CH:44][CH:45]=1. The reactants are [C:1]([O:5][C:6](=[O:18])/[CH:7]=[CH:8]/[C:9]1[CH:17]=[CH:16][CH:15]=[CH:14][C:10]=1[C:11]([OH:13])=O)([CH3:4])([CH3:3])[CH3:2].C[N+]1(C2N=C(OC)N=C(OC)N=2)CCOCC1.[Cl-].[F:37][C:38]([F:47])([F:46])[C:39]1[CH:40]=[C:41]([CH:43]=[CH:44][CH:45]=1)[NH2:42].O. The yield is 0.510. The catalyst is CN(C)C=O. (2) The reactants are [CH2:1]([NH:3][C:4]([NH:6][C:7]1[CH:12]=[CH:11][C:10](NC2N=C(N[C:10]3[CH:11]=[CH:12][C:7]([NH:6][C:4]([NH:3][CH2:1][CH3:2])=[O:5])=[CH:8][CH:9]=3)C(F)=CN=2)=[CH:9][CH:8]=1)=[O:5])[CH3:2].[NH2:34]C1C=CC=C(N)C=1.C(N=C=O)C.C(=O)([O-])[O-].[K+].[K+]. No catalyst specified. The product is [CH2:1]([NH:3][C:4]([NH:6][C:7]1[CH:12]=[C:11]([CH:10]=[CH:9][CH:8]=1)[NH2:34])=[O:5])[CH3:2]. The yield is 0.830. (3) The reactants are [Br:1]N1C(=O)CCC1=O.[CH3:9][O:10][C:11]([C:13]1[C:22]([OH:23])=[C:21]2[C:16]([CH:17]=[CH:18][CH:19]=[N:20]2)=[CH:15][N:14]=1)=[O:12].CO.CO.O. The catalyst is C(Cl)(Cl)Cl. The product is [CH3:9][O:10][C:11]([C:13]1[C:22]([OH:23])=[C:21]2[C:16]([CH:17]=[CH:18][CH:19]=[N:20]2)=[C:15]([Br:1])[N:14]=1)=[O:12]. The yield is 0.930. (4) The reactants are F[C:2]1[CH:7]=[C:6]([O:8][CH3:9])[C:5]([N+:10]([O-:12])=[O:11])=[CH:4][C:3]=1[CH3:13].C(=O)([O-])[O-].[K+].[K+].[CH:20]([N:23]1[CH2:28][CH2:27][NH:26][CH2:25][CH2:24]1)([CH3:22])[CH3:21].O. The catalyst is CS(C)=O. The product is [CH3:21][CH:20]([N:23]1[CH2:28][CH2:27][N:26]([C:2]2[CH:7]=[C:6]([O:8][CH3:9])[C:5]([N+:10]([O-:12])=[O:11])=[CH:4][C:3]=2[CH3:13])[CH2:25][CH2:24]1)[CH3:22]. The yield is 0.860. (5) The reactants are [Cl:1][C:2]1[CH:3]=[C:4]([C:9]2[CH:14]=[CH:13][C:12]([F:15])=[C:11]([C@:16]3([CH3:28])[C:22]([F:24])([F:23])[C:21]([CH3:26])([CH3:25])[O:20][CH2:19][C:18](=O)[NH:17]3)[CH:10]=2)[CH:5]=[C:6]([Cl:8])[CH:7]=1.COC1C=CC(P2(SP(C3C=CC(OC)=CC=3)(=S)S2)=[S:38])=CC=1. The catalyst is O1CCOCC1. The product is [Cl:1][C:2]1[CH:3]=[C:4]([C:9]2[CH:14]=[CH:13][C:12]([F:15])=[C:11]([C@:16]3([CH3:28])[C:22]([F:24])([F:23])[C:21]([CH3:26])([CH3:25])[O:20][CH2:19][C:18](=[S:38])[NH:17]3)[CH:10]=2)[CH:5]=[C:6]([Cl:8])[CH:7]=1. The yield is 0.780. (6) The reactants are [Cl:1][C:2]1[CH:7]=[C:6](Cl)[N:5]=[C:4]2[N:9]([CH:12]([CH3:14])[CH3:13])[N:10]=[CH:11][C:3]=12.[Si:15]([O:22][CH:23]([CH2:34][O:35][C:36]1[CH:41]=[CH:40][CH:39]=[C:38](B2OC(C)(C)C(C)(C)O2)[CH:37]=1)[CH2:24][N:25]([CH3:33])[C:26](=[O:32])[O:27][C:28]([CH3:31])([CH3:30])[CH3:29])([C:18]([CH3:21])([CH3:20])[CH3:19])([CH3:17])[CH3:16].C([O-])(O)=O.[Na+]. The catalyst is O1CCOCC1.O.C1C=CC([P]([Pd]([P](C2C=CC=CC=2)(C2C=CC=CC=2)C2C=CC=CC=2)([P](C2C=CC=CC=2)(C2C=CC=CC=2)C2C=CC=CC=2)[P](C2C=CC=CC=2)(C2C=CC=CC=2)C2C=CC=CC=2)(C2C=CC=CC=2)C2C=CC=CC=2)=CC=1. The product is [Si:15]([O:22][CH:23]([CH2:34][O:35][C:36]1[CH:41]=[CH:40][CH:39]=[C:38]([C:6]2[N:5]=[C:4]3[N:9]([CH:12]([CH3:14])[CH3:13])[N:10]=[CH:11][C:3]3=[C:2]([Cl:1])[CH:7]=2)[CH:37]=1)[CH2:24][N:25]([CH3:33])[C:26](=[O:32])[O:27][C:28]([CH3:30])([CH3:31])[CH3:29])([C:18]([CH3:19])([CH3:20])[CH3:21])([CH3:17])[CH3:16]. The yield is 0.500. (7) The reactants are [Cl:1][C:2]1[CH:7]=[CH:6][C:5]([N+:8]([O-:10])=[O:9])=[CH:4][C:3]=1[S:11](Cl)(=[O:13])=[O:12].[N:15]1([C:21]([O:23][C:24]([CH3:27])([CH3:26])[CH3:25])=[O:22])[CH2:20][CH2:19][NH:18][CH2:17][CH2:16]1.CCOC(C)=O.O. The catalyst is C(Cl)Cl. The product is [Cl:1][C:2]1[CH:7]=[CH:6][C:5]([N+:8]([O-:10])=[O:9])=[CH:4][C:3]=1[S:11]([N:18]1[CH2:17][CH2:16][N:15]([C:21]([O:23][C:24]([CH3:27])([CH3:26])[CH3:25])=[O:22])[CH2:20][CH2:19]1)(=[O:13])=[O:12]. The yield is 0.830.